This data is from Reaction yield outcomes from USPTO patents with 853,638 reactions. The task is: Predict the reaction yield, written as a fraction of the theoretical maximum amount of product (1.0 means a 100% yield; for example, 0.34 means a 34% yield). (1) The yield is 0.520. The catalyst is O1CCCC1. The reactants are [Cl:1][C:2]1[CH:3]=[N:4][CH:5]=[C:6]([Cl:9])[C:7]=1[CH3:8].C([N-]C(C)C)(C)C.[Li+].[CH3:18][O:19][C:20]1[CH:21]=[C:22]([CH:26]=[CH:27][C:28]=1[O:29][CH3:30])[C:23](Cl)=[O:24].O. The product is [Cl:1][C:2]1[CH:3]=[N:4][CH:5]=[C:6]([Cl:9])[C:7]=1[CH2:8][C:23]([C:22]1[CH:26]=[CH:27][C:28]([O:29][CH3:30])=[C:20]([O:19][CH3:18])[CH:21]=1)=[O:24]. (2) The catalyst is ClCCl. The yield is 0.980. The reactants are [C:1]([N:8]1[CH2:13][CH2:12][NH:11][CH2:10][CH2:9]1)([O:3][C:4]([CH3:7])([CH3:6])[CH3:5])=[O:2].C(N(C(C)C)CC)(C)C.[F:23][C:24]([F:35])([F:34])[C:25]1[CH:33]=[CH:32][CH:31]=[CH:30][C:26]=1[C:27](Cl)=[O:28]. The product is [C:4]([O:3][C:1]([N:8]1[CH2:9][CH2:10][N:11]([C:27](=[O:28])[C:26]2[CH:30]=[CH:31][CH:32]=[CH:33][C:25]=2[C:24]([F:23])([F:34])[F:35])[CH2:12][CH2:13]1)=[O:2])([CH3:7])([CH3:6])[CH3:5].